Dataset: Reaction yield outcomes from USPTO patents with 853,638 reactions. Task: Predict the reaction yield, written as a fraction of the theoretical maximum amount of product (1.0 means a 100% yield; for example, 0.34 means a 34% yield). (1) The reactants are F[C:2]1[C:7]([N+:8]([O-])=O)=[C:6]([F:11])[CH:5]=[CH:4][C:3]=1[OH:12].NC1C=CC(O)=CC=1[F:21]. No catalyst specified. The product is [F:21][C:4]1[CH:5]=[C:6]([F:11])[C:7]([NH2:8])=[CH:2][C:3]=1[OH:12]. The yield is 0.970. (2) The reactants are [CH2:1]([O:8][CH:9]([CH3:13])[C:10]([NH2:12])=[O:11])[C:2]1[CH:7]=[CH:6][CH:5]=[CH:4][CH:3]=1.ClS([N:18]=[C:19]=[O:20])(=O)=O. The catalyst is C(#N)C. The product is [CH2:1]([O:8][CH:9]([CH3:13])[C:10]([NH:12][C:19]([NH2:18])=[O:20])=[O:11])[C:2]1[CH:7]=[CH:6][CH:5]=[CH:4][CH:3]=1. The yield is 0.620. (3) The reactants are C(O[BH-](OC(=O)C)OC(=O)C)(=O)C.[Na+].[NH2:15][C:16]1[CH:17]=[CH:18][C:19]([F:40])=[C:20]([C@:22]2([CH3:39])[CH2:30][C:26]3([CH2:29][CH2:28][CH2:27]3)[O:25][C:24]([NH:31][C:32](=[O:38])[O:33][C:34]([CH3:37])([CH3:36])[CH3:35])=[N:23]2)[CH:21]=1.[F:41][C:42]1[CH:43]=[CH:44][C:45]([CH:48]=O)=[N:46][CH:47]=1. The catalyst is CO. The product is [F:40][C:19]1[CH:18]=[CH:17][C:16]([NH:15][CH2:48][C:45]2[CH:44]=[CH:43][C:42]([F:41])=[CH:47][N:46]=2)=[CH:21][C:20]=1[C@:22]1([CH3:39])[CH2:30][C:26]2([CH2:29][CH2:28][CH2:27]2)[O:25][C:24]([NH:31][C:32](=[O:38])[O:33][C:34]([CH3:35])([CH3:36])[CH3:37])=[N:23]1. The yield is 0.564. (4) The reactants are [Cl:1][CH2:2][C:3](Cl)=[O:4].[F:6][C@@H:7]1[CH2:11][NH:10][C@H:9]([C:12]#[N:13])[CH2:8]1.C(N(CC)CC)C.S(=O)(=O)(O)[O-].[Na+]. The catalyst is ClCCl. The product is [Cl:1][CH2:2][C:3]([N:10]1[CH2:11][C@@H:7]([F:6])[CH2:8][C@H:9]1[C:12]#[N:13])=[O:4]. The yield is 0.600. (5) The reactants are [NH2:1][C:2]1[CH:3]=[C:4]2[C:9](=[CH:10][CH:11]=1)[CH2:8][NH:7][C:6](=[O:12])[CH2:5]2.[N:13]([O-])=O.[Na+].O.O.Cl[Sn]Cl.[C:22]([CH2:28][C:29]#[N:30])(=O)[C:23]([CH3:26])([CH3:25])[CH3:24]. The catalyst is Cl.C(O)C. The product is [C:23]([C:22]1[CH:28]=[C:29]([NH2:30])[N:1]([C:2]2[CH:3]=[C:4]3[C:9](=[CH:10][CH:11]=2)[CH2:8][NH:7][C:6](=[O:12])[CH2:5]3)[N:13]=1)([CH3:26])([CH3:25])[CH3:24]. The yield is 0.350. (6) The reactants are O.NN.[Cl:4][C:5]1[CH:6]=[C:7]([C:13](=O)[C:14]([OH:16])=[O:15])[CH:8]=[CH:9][C:10]=1[S:11][CH3:12].[OH-].[K+].Cl. The catalyst is O. The product is [Cl:4][C:5]1[CH:6]=[C:7]([CH2:13][C:14]([OH:16])=[O:15])[CH:8]=[CH:9][C:10]=1[S:11][CH3:12]. The yield is 0.890. (7) The reactants are Cl[C:2]1[CH:3]=[C:4]([CH:41]=[CH:42][C:43]=1F)[C:5]1[C:10]([C:11]2[CH:20]=[CH:19][C:18]3[C:13](=[CH:14][CH:15]=[C:16]([C:21]4[N:25]([CH:26]5[CH2:31][CH2:30][CH2:29][CH2:28][CH2:27]5)[C:24]5[CH:32]=[CH:33][C:34]([C:36]([OH:38])=[O:37])=[CH:35][C:23]=5[N:22]=4)[CH:17]=3)[N:12]=2)=[CH:9][C:8]([O:39][CH3:40])=[CH:7][CH:6]=1.COC(C1C=C[C:52]2[N:53](C3CCCCC3)C(C3C=C4C(=CC=3)N=C(C3C=C(OC)C=CC=3Br)C=C4)=NC=2C=1)=O.NCC1C=CC(B(O)O)=CC=1. No catalyst specified. The product is [NH2:53][CH2:52][C:43]1[CH:2]=[CH:3][C:4]([C:5]2[C:10]([C:11]3[CH:20]=[CH:19][C:18]4[C:13](=[CH:14][CH:15]=[C:16]([C:21]5[N:25]([CH:26]6[CH2:31][CH2:30][CH2:29][CH2:28][CH2:27]6)[C:24]6[CH:32]=[CH:33][C:34]([C:36]([OH:38])=[O:37])=[CH:35][C:23]=6[N:22]=5)[CH:17]=4)[N:12]=3)=[CH:9][C:8]([O:39][CH3:40])=[CH:7][CH:6]=2)=[CH:41][CH:42]=1. The yield is 0.460. (8) The catalyst is C1COCC1. The reactants are [OH:1][N:2]=[C:3]([Cl:14])[C@H:4]1[CH2:8][O:7][C:6]2([CH2:13][CH2:12][CH2:11][CH2:10][CH2:9]2)[O:5]1.[CH3:15][S:16](Cl)(=[O:18])=[O:17].C(N(C(C)C)C(C)C)C. The product is [CH3:15][S:16]([O:1][N:2]=[C:3]([Cl:14])[C@H:4]1[CH2:8][O:7][C:6]2([CH2:13][CH2:12][CH2:11][CH2:10][CH2:9]2)[O:5]1)(=[O:18])=[O:17]. The yield is 0.738.